From a dataset of Full USPTO retrosynthesis dataset with 1.9M reactions from patents (1976-2016). Predict the reactants needed to synthesize the given product. (1) Given the product [C:12]([NH:20][C:21]([NH:1][C:2]1[CH:10]=[C:9]([OH:11])[CH:8]=[C:4]([C:5]([OH:7])=[O:6])[CH:3]=1)=[S:22])(=[O:19])[C:13]1[CH:18]=[CH:17][CH:16]=[CH:15][CH:14]=1, predict the reactants needed to synthesize it. The reactants are: [NH2:1][C:2]1[CH:3]=[C:4]([CH:8]=[C:9]([OH:11])[CH:10]=1)[C:5]([OH:7])=[O:6].[C:12]([N:20]=[C:21]=[S:22])(=[O:19])[C:13]1[CH:18]=[CH:17][CH:16]=[CH:15][CH:14]=1. (2) Given the product [C:17]([O:16][C:14]([N:11]1[CH2:12][CH2:13][CH:8]([NH:1][C:2]2[S:3][CH:4]=[CH:5][N:6]=2)[CH2:9][CH2:10]1)=[O:15])([CH3:20])([CH3:18])[CH3:19], predict the reactants needed to synthesize it. The reactants are: [NH2:1][C:2]1[S:3][CH:4]=[CH:5][N:6]=1.N[CH:8]1[CH2:13][CH2:12][N:11]([C:14]([O:16][C:17]([CH3:20])([CH3:19])[CH3:18])=[O:15])[CH2:10][CH2:9]1.C(O[BH-](OC(=O)C)OC(=O)C)(=O)C.[Na+].C(O)(=O)C. (3) Given the product [Cl:1][C:2]1[C:7]([O:8][CH3:9])=[CH:6][C:5]([O:10][CH3:11])=[C:4]([Cl:12])[C:3]=1[C:13]1[C:24](=[O:25])[N:23]([CH2:26][CH2:27][N:28]2[CH2:33][CH2:32][CH2:31][C@@H:30]([NH:34][C:35](=[O:41])[O:36][C:37]([CH3:40])([CH3:39])[CH3:38])[CH2:29]2)[C:16]2[N:17]=[C:18]([NH:46][CH3:44])[N:19]=[CH:20][C:15]=2[CH:14]=1, predict the reactants needed to synthesize it. The reactants are: [Cl:1][C:2]1[C:7]([O:8][CH3:9])=[CH:6][C:5]([O:10][CH3:11])=[C:4]([Cl:12])[C:3]=1[C:13]1[C:24](=[O:25])[N:23]([CH2:26][CH2:27][N:28]2[CH2:33][CH2:32][CH2:31][C@@H:30]([NH:34][C:35](=[O:41])[O:36][C:37]([CH3:40])([CH3:39])[CH3:38])[CH2:29]2)[C:16]2[N:17]=[C:18](SC)[N:19]=[CH:20][C:15]=2[CH:14]=1.C1C(=O)[N:46](Cl)[C:44](=O)C1.C([O-])([O-])=O.[K+].[K+].C([O-])(O)=O.[Na+]. (4) The reactants are: [Cl:1][CH:2]([Cl:12])[C:3]1[CH:8]=[CH:7][C:6](C(Cl)Cl)=[CH:5][CH:4]=1.CC1C=CC(C=O)=CC=1.P(Cl)(Cl)(Cl)(Cl)Cl. Given the product [Cl:1][CH:2]([Cl:12])[C:3]1[CH:8]=[CH:7][CH:6]=[CH:5][CH:4]=1, predict the reactants needed to synthesize it. (5) Given the product [CH2:1]([O:3][C:4]1[C:9]([CH:10]([CH3:12])[CH3:11])=[CH:8][C:7]([CH:13]([CH3:15])[CH3:14])=[CH:6][C:5]=1[C:20]1[C:28]2[C:23](=[CH:24][N:25]=[C:26]([C:29](=[O:31])[CH3:30])[CH:27]=2)[S:22][CH:21]=1)[CH3:2], predict the reactants needed to synthesize it. The reactants are: [CH2:1]([O:3][C:4]1[C:9]([CH:10]([CH3:12])[CH3:11])=[CH:8][C:7]([CH:13]([CH3:15])[CH3:14])=[CH:6][C:5]=1B(O)O)[CH3:2].Br[C:20]1[C:28]2[C:23](=[CH:24][N:25]=[C:26]([C:29](=[O:31])[CH3:30])[CH:27]=2)[S:22][CH:21]=1.C(=O)([O-])[O-].[Na+].[Na+]. (6) Given the product [Br:80][CH2:76][C:3]1[CH:4]=[C:5]([C@H:8]2[C@@H:13]([O:14][CH2:15][C:16]3[CH:17]=[CH:18][C:19]([O:22][CH3:23])=[CH:20][CH:21]=3)[C@@H:12]([O:24][CH2:25][C:26]3[CH:31]=[CH:30][C:29]([O:32][CH3:33])=[CH:28][CH:27]=3)[C@H:11]([O:34][CH2:35][C:36]3[CH:41]=[CH:40][C:39]([O:42][CH3:43])=[CH:38][CH:37]=3)[CH:10]([CH2:44][O:45][CH2:46][C:47]3[CH:48]=[CH:49][C:50]([O:53][CH3:54])=[CH:51][CH:52]=3)[O:9]2)[CH:6]=[CH:7][C:2]=1[Cl:1], predict the reactants needed to synthesize it. The reactants are: [Cl:1][C:2]1[CH:7]=[CH:6][C:5]([C@H:8]2[C@@H:13]([O:14][CH2:15][C:16]3[CH:21]=[CH:20][C:19]([O:22][CH3:23])=[CH:18][CH:17]=3)[C@@H:12]([O:24][CH2:25][C:26]3[CH:31]=[CH:30][C:29]([O:32][CH3:33])=[CH:28][CH:27]=3)[C@H:11]([O:34][CH2:35][C:36]3[CH:41]=[CH:40][C:39]([O:42][CH3:43])=[CH:38][CH:37]=3)[CH:10]([CH2:44][O:45][CH2:46][C:47]3[CH:52]=[CH:51][C:50]([O:53][CH3:54])=[CH:49][CH:48]=3)[O:9]2)=[CH:4][C:3]=1CO.C1(P(C2C=CC=CC=2)C2C=CC=CC=2)C=CC=CC=1.[C:76]([Br:80])(Br)(Br)Br. (7) Given the product [S:25]1[CH:29]=[CH:28][N:27]=[C:26]1[CH:30]=[N:22][NH:21][C:19]([C:11]1[NH:12][C:13]2[C:18]([C:10]=1[C:7]1[CH:6]=[CH:5][C:4]([O:3][C:2]([F:23])([F:1])[F:24])=[CH:9][CH:8]=1)=[CH:17][CH:16]=[CH:15][CH:14]=2)=[O:20], predict the reactants needed to synthesize it. The reactants are: [F:1][C:2]([F:24])([F:23])[O:3][C:4]1[CH:9]=[CH:8][C:7]([C:10]2[C:18]3[C:13](=[CH:14][CH:15]=[CH:16][CH:17]=3)[NH:12][C:11]=2[C:19]([NH:21][NH2:22])=[O:20])=[CH:6][CH:5]=1.[S:25]1[CH:29]=[CH:28][N:27]=[C:26]1[CH:30]=O.